Dataset: Catalyst prediction with 721,799 reactions and 888 catalyst types from USPTO. Task: Predict which catalyst facilitates the given reaction. (1) Reactant: [C:1]([N:5]1[C:9](=[O:10])[CH:8]=[C:7]([C:11]2[CH:16]=[CH:15][CH:14]=[C:13]([OH:17])[CH:12]=2)[S:6]1(=[O:19])=[O:18])([CH3:4])([CH3:3])[CH3:2].Br[CH2:21][CH2:22][CH2:23][OH:24].C(=O)([O-])[O-].[K+].[K+]. Product: [C:1]([N:5]1[C:9](=[O:10])[CH:8]=[C:7]([C:11]2[CH:16]=[CH:15][CH:14]=[C:13]([O:17][CH2:21][CH2:22][CH2:23][OH:24])[CH:12]=2)[S:6]1(=[O:18])=[O:19])([CH3:4])([CH3:2])[CH3:3]. The catalyst class is: 42. (2) Reactant: FC(F)(F)C([O-])=O.[CH:8]1([N:14]2[CH2:19][CH2:18][NH2+:17][CH2:16][C:15]2=[O:20])[CH2:13][CH2:12][CH2:11][CH2:10][CH2:9]1.CCN(CC)CC.[CH3:28][C:29]([O:32][C:33](O[C:33]([O:32][C:29]([CH3:31])([CH3:30])[CH3:28])=[O:34])=[O:34])([CH3:31])[CH3:30].N.CO. Product: [CH:8]1([N:14]2[CH2:19][CH2:18][N:17]([C:33]([O:32][C:29]([CH3:31])([CH3:30])[CH3:28])=[O:34])[CH2:16][C:15]2=[O:20])[CH2:9][CH2:10][CH2:11][CH2:12][CH2:13]1. The catalyst class is: 91. (3) Reactant: [C:1]([O:5][C:6]([N:8]1[CH2:12][CH2:11][C@H:10]([OH:13])[C@@H:9]1[C:14]([OH:16])=[O:15])=[O:7])([CH3:4])([CH3:3])[CH3:2].[C:17]([Si:21](Cl)([CH3:23])[CH3:22])([CH3:20])([CH3:19])[CH3:18].C(N(CC)CC)C. Product: [C:1]([O:5][C:6]([N:8]1[CH2:12][CH2:11][C@H:10]([O:13][Si:21]([C:17]([CH3:20])([CH3:19])[CH3:18])([CH3:23])[CH3:22])[C@@H:9]1[C:14]([OH:16])=[O:15])=[O:7])([CH3:4])([CH3:2])[CH3:3]. The catalyst class is: 3. (4) Reactant: [Cl:1][C:2]1[N:10]=[C:9]2[C:5]([N:6]=[CH:7][N:8]2[CH:11]2[CH2:16][CH2:15][CH2:14][CH2:13][O:12]2)=[C:4]([N:17]2[CH2:22][CH2:21][O:20][CH2:19][CH2:18]2)[N:3]=1.C([Li])CCC.CCCCCC.ClCC[I:37]. Product: [Cl:1][C:2]1[N:10]=[C:9]2[C:5]([N:6]=[C:7]([I:37])[N:8]2[CH:11]2[CH2:16][CH2:15][CH2:14][CH2:13][O:12]2)=[C:4]([N:17]2[CH2:22][CH2:21][O:20][CH2:19][CH2:18]2)[N:3]=1. The catalyst class is: 1. (5) Product: [NH2:46][C:43]1[CH:44]=[CH:45][C:40]([C:2]2[CH:7]=[CH:6][C:5]([NH:8][C:9]([C:11]3[N:12]([CH2:18][O:19][CH2:20][CH2:21][Si:22]([CH3:24])([CH3:23])[CH3:25])[CH:13]=[C:14]([C:16]#[N:17])[N:15]=3)=[O:10])=[C:4]([C:26]3[CH2:31][CH2:30][CH2:29][CH2:28][CH:27]=3)[CH:3]=2)=[CH:41][CH:42]=1. The catalyst class is: 77. Reactant: Br[C:2]1[CH:7]=[CH:6][C:5]([NH:8][C:9]([C:11]2[N:12]([CH2:18][O:19][CH2:20][CH2:21][Si:22]([CH3:25])([CH3:24])[CH3:23])[CH:13]=[C:14]([C:16]#[N:17])[N:15]=2)=[O:10])=[C:4]([C:26]2[CH2:31][CH2:30][CH2:29][CH2:28][CH:27]=2)[CH:3]=1.CC1(C)C(C)(C)OB([C:40]2[CH:45]=[CH:44][C:43]([NH2:46])=[CH:42][CH:41]=2)O1.C([O-])([O-])=O.[Na+].[Na+].CCOC(C)=O. (6) Reactant: [C:1]([C:3]1[C:4]([C:20]([F:23])([F:22])[F:21])=[C:5]2[C:9](=[CH:10][CH:11]=1)[N:8]([CH2:12][C:13](=[NH:16])[NH:14][OH:15])[C:7]([CH2:17][CH2:18][CH3:19])=[CH:6]2)#[N:2].[F:24][C:25]([F:36])([F:35])[C:26]1[CH:27]=[C:28]([CH:32]=[CH:33][CH:34]=1)[C:29](Cl)=O.C(N(CC)C(C)C)(C)C. Product: [CH2:17]([C:7]1[N:8]([CH2:12][C:13]2[N:16]=[C:29]([C:28]3[CH:32]=[CH:33][CH:34]=[C:26]([C:25]([F:24])([F:35])[F:36])[CH:27]=3)[O:15][N:14]=2)[C:9]2[C:5]([CH:6]=1)=[C:4]([C:20]([F:22])([F:23])[F:21])[C:3]([C:1]#[N:2])=[CH:11][CH:10]=2)[CH2:18][CH3:19]. The catalyst class is: 10. (7) Reactant: [NH2:1][C@@H:2]([CH2:30][C:31]1[CH:36]=[C:35]([F:37])[CH:34]=[C:33]([F:38])[CH:32]=1)[C@@H:3]([C@H:5]1[CH2:9][C@H:8]([O:10][C:11]2[CH:16]=[CH:15][CH:14]=[CH:13][CH:12]=2)[CH2:7][N:6]1C(C1C=CC=CC=1)C1C=CC=CC=1)[OH:4].[C:39]([NH:42][C@:43]1([C@@H:92]([CH2:94][CH3:95])[CH3:93])[CH2:47][CH2:46][N:45]([C@@H:48]([CH2:83][CH2:84][C:85]2[CH:90]=[CH:89][CH:88]=[CH:87][CH:86]=2)[C:49](N[C@@H](CC2C=C(F)C=C(F)C=2)[C@@H]([C@H]2CCCCN2C(C2C=CC=CC=2)C2C=CC=CC=2)O)=[O:50])[C:44]1=[O:91])(=[O:41])[CH3:40].[Li+].[OH-].CO.C(Cl)(Cl)Cl. Product: [C:39]([NH:42][C@:43]1([C@@H:92]([CH2:94][CH3:95])[CH3:93])[CH2:47][CH2:46][N:45]([C@@H:48]([CH2:83][CH2:84][C:85]2[CH:86]=[CH:87][CH:88]=[CH:89][CH:90]=2)[C:49]([NH:1][C@@H:2]([CH2:30][C:31]2[CH:36]=[C:35]([F:37])[CH:34]=[C:33]([F:38])[CH:32]=2)[C@H:3]([OH:4])[C@H:5]2[CH2:9][C@H:8]([O:10][C:11]3[CH:12]=[CH:13][CH:14]=[CH:15][CH:16]=3)[CH2:7][NH:6]2)=[O:50])[C:44]1=[O:91])(=[O:41])[CH3:40]. The catalyst class is: 88.